From a dataset of Forward reaction prediction with 1.9M reactions from USPTO patents (1976-2016). Predict the product of the given reaction. (1) Given the reactants [CH3:1][N:2]([C:4]1[C:9]2[CH2:10][C@@H:11]3[C:21]([C:22](=[O:23])[C:8]=2[C:7]([OH:33])=[CH:6][CH:5]=1)=[C:20]([OH:24])[C@@:19]1([OH:25])[C@H:13]([C@H:14]([N:30]([CH3:32])[CH3:31])[C:15]([OH:29])=[C:16]([C:26]([NH2:28])=[O:27])[C:17]1=[O:18])[CH2:12]3)[CH3:3].[Cl-:34].[Cl-].[Ca+2].C[C@@H]1[C@@H](O)[C@@H](C)[C@H](C)OC(=O)C[C@H](O)C[C@H](O)CC[C@@H](O)[C@H](O)C[C@H](O)C[C@@]2(O)O[C@H]([C@H](C(O)=O)[C@@H](O)C2)C[C@@H](O[C@@H]2O[C@H](C)[C@@H](O)[C@H](N)[C@@H]2O)C=CC=CC=CC=CC=CC=CC=C1.[OH-].[Na+], predict the reaction product. The product is: [CH3:3][N:2]([C:4]1[C:9]2[CH2:10][C@@H:11]3[C:21]([C:22](=[O:23])[C:8]=2[C:7]([OH:33])=[CH:6][CH:5]=1)=[C:20]([OH:24])[C@@:19]1([OH:25])[C@H:13]([C@H:14]([N:30]([CH3:32])[CH3:31])[C:15]([OH:29])=[C:16]([C:26]([NH2:28])=[O:27])[C:17]1=[O:18])[CH2:12]3)[CH3:1].[ClH:34]. (2) Given the reactants ClC1C=C(Cl)C=CC=1[NH2:4].[H-].[Na+].[N+:12]([C:15]1[CH:23]=[CH:22][CH:21]=[CH:20][C:16]=1[C:17](Cl)=[O:18])([O-])=O, predict the reaction product. The product is: [NH2:12][C:15]1[CH:23]=[CH:22][CH:21]=[CH:20][C:16]=1[C:17]([NH2:4])=[O:18]. (3) The product is: [CH2:31]([N:24]([CH:25]1[CH2:30][CH2:29][O:28][CH2:27][CH2:26]1)[C:4]1[C:5]([CH3:23])=[C:6]([CH:22]=[C:2]([C:41]2[CH:40]=[CH:39][C:38]([C:37](=[O:53])[NH:36][CH2:35][CH2:34][OH:33])=[CH:43][CH:42]=2)[CH:3]=1)[C:7]([NH:9][CH2:10][C:11]1[C:12](=[O:21])[NH:13][C:14]([CH3:20])=[CH:15][C:16]=1[CH:17]([CH3:19])[CH3:18])=[O:8])[CH3:32]. Given the reactants Br[C:2]1[CH:3]=[C:4]([N:24]([CH2:31][CH3:32])[CH:25]2[CH2:30][CH2:29][O:28][CH2:27][CH2:26]2)[C:5]([CH3:23])=[C:6]([CH:22]=1)[C:7]([NH:9][CH2:10][C:11]1[C:12](=[O:21])[NH:13][C:14]([CH3:20])=[CH:15][C:16]=1[CH:17]([CH3:19])[CH3:18])=[O:8].[OH:33][CH2:34][CH2:35][NH:36][C:37](=[O:53])[C:38]1[CH:43]=[CH:42][C:41](B2OC(C)(C)C(C)(C)O2)=[CH:40][CH:39]=1.C(=O)([O-])[O-].[Na+].[Na+], predict the reaction product.